From a dataset of Reaction yield outcomes from USPTO patents with 853,638 reactions. Predict the reaction yield, written as a fraction of the theoretical maximum amount of product (1.0 means a 100% yield; for example, 0.34 means a 34% yield). (1) The reactants are [F:1][C:2]1[C:10]2[C:6](=[C:7]([CH3:12])[N:8]([CH3:11])[N:9]=2)[CH:5]=[C:4]2[NH:13][C:14](=[O:24])[N:15]([C:16]3[CH:21]=[CH:20][C:19]([I:22])=[CH:18][C:17]=3[F:23])[C:3]=12.[Li+].C[Si]([N-][Si](C)(C)C)(C)C.[CH:35]1([S:38](Cl)(=[O:40])=[O:39])[CH2:37][CH2:36]1. The catalyst is C1COCC1. The product is [CH:35]1([S:38]([N:13]2[C:4]3=[CH:5][C:6]4[C:10]([C:2]([F:1])=[C:3]3[N:15]([C:16]3[CH:21]=[CH:20][C:19]([I:22])=[CH:18][C:17]=3[F:23])[C:14]2=[O:24])=[N:9][N:8]([CH3:11])[C:7]=4[CH3:12])(=[O:40])=[O:39])[CH2:37][CH2:36]1. The yield is 0.570. (2) The reactants are [CH3:1][N:2]([CH:10]1[CH2:15][CH2:14][NH:13][CH2:12][CH2:11]1)[C:3](=[O:9])[O:4][C:5]([CH3:8])([CH3:7])[CH3:6].Cl[C:17]1[CH:22]=[N:21][CH:20]=[C:19]([CH3:23])[N:18]=1.C1C=CC(P(C2C(C3C(P(C4C=CC=CC=4)C4C=CC=CC=4)=CC=C4C=3C=CC=C4)=C3C(C=CC=C3)=CC=2)C2C=CC=CC=2)=CC=1. The catalyst is C1(C)C=CC=CC=1.C1C=CC(/C=C/C(/C=C/C2C=CC=CC=2)=O)=CC=1.C1C=CC(/C=C/C(/C=C/C2C=CC=CC=2)=O)=CC=1.C1C=CC(/C=C/C(/C=C/C2C=CC=CC=2)=O)=CC=1.[Pd].[Pd]. The product is [CH3:1][N:2]([CH:10]1[CH2:11][CH2:12][N:13]([C:17]2[CH:22]=[N:21][CH:20]=[C:19]([CH3:23])[N:18]=2)[CH2:14][CH2:15]1)[C:3](=[O:9])[O:4][C:5]([CH3:8])([CH3:6])[CH3:7]. The yield is 0.470. (3) The catalyst is O. The reactants are Cl[CH2:2][C:3]1[CH:28]=[CH:27][C:6]([O:7][CH2:8][C:9]2[N:10]=[C:11]([C:15]3[CH:16]=[C:17]([CH2:21][C:22]([O:24][CH2:25][CH3:26])=[O:23])[CH:18]=[CH:19][CH:20]=3)[O:12][C:13]=2[CH3:14])=[C:5]([O:29][CH3:30])[CH:4]=1.[OH:31][C:32]1[C:36]([CH:37]=[O:38])=[CH:35][N:34]([C:39]2[CH:44]=[CH:43][CH:42]=[CH:41][CH:40]=2)[N:33]=1.C(=O)([O-])[O-].[K+].[K+].CN(C)C=O. The product is [CH:37]([C:36]1[C:32]([O:31][CH2:2][C:3]2[CH:28]=[CH:27][C:6]([O:7][CH2:8][C:9]3[N:10]=[C:11]([C:15]4[CH:16]=[C:17]([CH2:21][C:22]([O:24][CH2:25][CH3:26])=[O:23])[CH:18]=[CH:19][CH:20]=4)[O:12][C:13]=3[CH3:14])=[C:5]([O:29][CH3:30])[CH:4]=2)=[N:33][N:34]([C:39]2[CH:44]=[CH:43][CH:42]=[CH:41][CH:40]=2)[CH:35]=1)=[O:38]. The yield is 0.730.